Dataset: Forward reaction prediction with 1.9M reactions from USPTO patents (1976-2016). Task: Predict the product of the given reaction. (1) Given the reactants [Cl:1][CH:2]([Cl:20])[C:3]1[O:4][C@H:5]([C:10]2[CH:15]=[CH:14][C:13]([S:16]([CH3:19])(=[O:18])=[O:17])=[CH:12][CH:11]=2)[C@@H:6]([CH2:8]O)[N:7]=1.C(N(CC)C(F)(F)C(F)C(F)(F)[F:27])C, predict the reaction product. The product is: [Cl:1][CH:2]([Cl:20])[C:3]1[O:4][C@H:5]([C:10]2[CH:15]=[CH:14][C:13]([S:16]([CH3:19])(=[O:18])=[O:17])=[CH:12][CH:11]=2)[C@@H:6]([CH2:8][F:27])[N:7]=1. (2) Given the reactants [CH2:1]([O:8][C:9]1[CH:16]=[CH:15][C:12]([CH:13]=[O:14])=[C:11]([O:17][CH:18]([CH3:20])[CH3:19])[CH:10]=1)[C:2]1[CH:7]=[CH:6][CH:5]=[CH:4][CH:3]=1.[CH2:21]([O:23][CH2:24][C:25]([O:27][CH2:28][CH3:29])=[O:26])[CH3:22], predict the reaction product. The product is: [CH2:28]([O:27][C:25](=[O:26])[CH:24]([O:23][CH2:21][CH3:22])[CH:13]([C:12]1[CH:15]=[CH:16][C:9]([O:8][CH2:1][C:2]2[CH:3]=[CH:4][CH:5]=[CH:6][CH:7]=2)=[CH:10][C:11]=1[O:17][CH:18]([CH3:20])[CH3:19])[OH:14])[CH3:29]. (3) Given the reactants C1(S([N:10]2[C:14]3[N:15]=[CH:16][N:17]=[C:18]([C:19]4[CH:20]=[CH:21][C:22]([O:27][CH:28]5[CH2:33][CH2:32][O:31][CH2:30][CH2:29]5)=[C:23]([CH:26]=4)[C:24]#[N:25])[C:13]=3[CH:12]=[C:11]2[C:34]2[CH:39]=[CH:38][C:37]([N:40]3[CH2:45][CH2:44][NH:43][CH2:42][CH2:41]3)=[CH:36][CH:35]=2)(=O)=O)C=CC=CC=1.[C:46](O)(=[O:49])[CH2:47][OH:48], predict the reaction product. The product is: [OH:49][CH2:46][C:47]([N:43]1[CH2:44][CH2:45][N:40]([C:37]2[CH:36]=[CH:35][C:34]([C:11]3[NH:10][C:14]4[N:15]=[CH:16][N:17]=[C:18]([C:19]5[CH:20]=[CH:21][C:22]([O:27][CH:28]6[CH2:33][CH2:32][O:31][CH2:30][CH2:29]6)=[C:23]([CH:26]=5)[C:24]#[N:25])[C:13]=4[CH:12]=3)=[CH:39][CH:38]=2)[CH2:41][CH2:42]1)=[O:48]. (4) Given the reactants Cl[C:2]1[C:3]([CH:15]2[O:19][CH2:18][CH2:17][O:16]2)=[N:4][CH:5]=[C:6]([N:8]2[C:12]([CH3:13])=[CH:11][C:10]([CH3:14])=[N:9]2)[N:7]=1.[Cl:20][C:21]1[CH:27]=[CH:26][C:24]([NH2:25])=[CH:23][CH:22]=1.C(=O)([O-])[O-].[Cs+].[Cs+], predict the reaction product. The product is: [Cl:20][C:21]1[CH:27]=[CH:26][C:24]([NH:25][C:2]2[C:3]([CH:15]3[O:19][CH2:18][CH2:17][O:16]3)=[N:4][CH:5]=[C:6]([N:8]3[C:12]([CH3:13])=[CH:11][C:10]([CH3:14])=[N:9]3)[N:7]=2)=[CH:23][CH:22]=1. (5) Given the reactants Cl.[Br:2][C:3]1[CH:10]=[CH:9][CH:8]=[CH:7][C:4]=1[CH2:5][NH2:6].[C:11](OC([O-])=O)([O:13][C:14]([CH3:17])([CH3:16])[CH3:15])=[O:12], predict the reaction product. The product is: [Br:2][C:3]1[CH:10]=[CH:9][CH:8]=[CH:7][C:4]=1[CH2:5][NH:6][C:11](=[O:12])[O:13][C:14]([CH3:17])([CH3:16])[CH3:15]. (6) Given the reactants [Cl:1][C:2]1[N:3]=[C:4]([O:10][CH3:11])[C:5]([NH2:9])=[N:6][C:7]=1[Cl:8].[Cl:12][C:13]1[CH:18]=[CH:17][C:16]([S:19](Cl)(=[O:21])=[O:20])=[CH:15][CH:14]=1, predict the reaction product. The product is: [Cl:12][C:13]1[CH:18]=[CH:17][C:16]([S:19]([NH:9][C:5]2[C:4]([O:10][CH3:11])=[N:3][C:2]([Cl:1])=[C:7]([Cl:8])[N:6]=2)(=[O:21])=[O:20])=[CH:15][CH:14]=1.